Predict the product of the given reaction. From a dataset of Forward reaction prediction with 1.9M reactions from USPTO patents (1976-2016). (1) Given the reactants [CH3:1][CH:2]([CH3:16])[CH2:3][NH:4][C:5]1[C:14]2[C:9](=[CH:10][CH:11]=[CH:12][N:13]=2)[N:8]=[CH:7][C:6]=1[NH2:15].[CH:17](OCC)(OCC)OCC, predict the reaction product. The product is: [CH3:1][CH:2]([CH3:16])[CH2:3][N:4]1[C:5]2[C:14]3[N:13]=[CH:12][CH:11]=[CH:10][C:9]=3[N:8]=[CH:7][C:6]=2[N:15]=[CH:17]1. (2) Given the reactants [F:1][C:2]1[CH:7]=[CH:6][C:5]([C:8]2[N:9]=[C:10]([S:13][CH2:14][C:15]([OH:17])=O)[S:11][CH:12]=2)=[CH:4][CH:3]=1.[C:18]([NH2:22])([CH3:21])([CH3:20])[CH3:19], predict the reaction product. The product is: [C:18]([NH:22][C:15](=[O:17])[CH2:14][S:13][C:10]1[S:11][CH:12]=[C:8]([C:5]2[CH:4]=[CH:3][C:2]([F:1])=[CH:7][CH:6]=2)[N:9]=1)([CH3:21])([CH3:20])[CH3:19]. (3) Given the reactants C[O-].[Na+].C([O:7][C:8]1[CH:13]=[CH:12][C:11]([S:14][CH3:15])=[CH:10][C:9]=1/[CH:16]=[CH:17]/[C:18]1[CH:27]=[CH:26][C:21]([C:22]([O:24][CH3:25])=[O:23])=[CH:20][N:19]=1)(=O)C, predict the reaction product. The product is: [OH:7][C:8]1[CH:13]=[CH:12][C:11]([S:14][CH3:15])=[CH:10][C:9]=1/[CH:16]=[CH:17]/[C:18]1[CH:27]=[CH:26][C:21]([C:22]([O:24][CH3:25])=[O:23])=[CH:20][N:19]=1. (4) Given the reactants C(OC([N:8]1[CH:13]2[CH2:14][CH2:15][CH:9]1[CH2:10][C:11]([OH:22])([C:16]1[CH:21]=[CH:20][CH:19]=[CH:18][N:17]=1)[CH2:12]2)=O)(C)(C)C, predict the reaction product. The product is: [N:17]1[CH:18]=[CH:19][CH:20]=[CH:21][C:16]=1[C:11]1([OH:22])[CH2:12][CH:13]2[NH:8][CH:9]([CH2:15][CH2:14]2)[CH2:10]1. (5) Given the reactants [CH3:1][N:2]1[CH2:6][C:5](=[O:7])[NH:4][C:3]1=[O:8].N([CH2:12][CH2:13][CH2:14][CH2:15][CH2:16]C)=C=O, predict the reaction product. The product is: [CH3:1][N:2]1[CH2:6][C:5](=[O:7])[NH:4][C:3]1=[O:8].[CH2:6]([C:5]([NH2:4])=[O:7])[CH2:12][CH2:13][CH2:14][CH2:15][CH3:16]. (6) Given the reactants [Cl-].[In+3:2].[Cl-].[Cl-].[Sn:5](Cl)Cl.[NH3:8].[OH2:9], predict the reaction product. The product is: [NH3:8].[OH-:9].[Sn+4:5].[In+3:2].[OH-:9].[OH-:9].[OH-:9].[OH-:9].[OH-:9].[OH-:9]. (7) Given the reactants [Cl:1][C:2]1[CH:9]=[C:8]([N:10]([CH2:16][C:17]2[CH:22]=[C:21]([Cl:23])[CH:20]=[CH:19][C:18]=2[Cl:24])[C@H:11]2[CH2:15][CH2:14][NH:13][CH2:12]2)[CH:7]=[CH:6][C:3]=1[C:4]#[N:5].[CH2:25]([S:29](Cl)(=[O:31])=[O:30])[CH2:26][CH2:27][CH3:28], predict the reaction product. The product is: [CH2:25]([S:29]([N:13]1[CH2:14][CH2:15][C@H:11]([N:10]([CH2:16][C:17]2[CH:22]=[C:21]([Cl:23])[CH:20]=[CH:19][C:18]=2[Cl:24])[C:8]2[CH:7]=[CH:6][C:3]([C:4]#[N:5])=[C:2]([Cl:1])[CH:9]=2)[CH2:12]1)(=[O:31])=[O:30])[CH2:26][CH2:27][CH3:28]. (8) Given the reactants [OH:1][CH2:2][CH2:3][CH:4]1[CH2:9][CH2:8][NH:7][CH2:6][CH2:5]1.[CH2:10]([O:17][C:18]([NH:20][C:21](=[NH:24])SC)=[O:19])[C:11]1[CH:16]=[CH:15][CH:14]=[CH:13][CH:12]=1, predict the reaction product. The product is: [CH2:10]([O:17][C:18]([NH:20][C:21]([N:7]1[CH2:8][CH2:9][CH:4]([CH2:3][CH2:2][OH:1])[CH2:5][CH2:6]1)=[NH:24])=[O:19])[C:11]1[CH:16]=[CH:15][CH:14]=[CH:13][CH:12]=1. (9) The product is: [Cl:1][C:2]1[CH:3]=[C:4]([CH2:9][CH2:10][CH2:11][N:12]2[CH2:17][CH2:16][O:15][CH:14]([CH2:18][NH:19][C:27](=[O:28])[CH2:26][C:20]3[CH:25]=[CH:24][CH:23]=[CH:22][CH:21]=3)[CH2:13]2)[CH:5]=[CH:6][C:7]=1[Cl:8]. Given the reactants [Cl:1][C:2]1[CH:3]=[C:4]([CH2:9][CH2:10][CH2:11][N:12]2[CH2:17][CH2:16][O:15][CH:14]([CH2:18][NH2:19])[CH2:13]2)[CH:5]=[CH:6][C:7]=1[Cl:8].[C:20]1([CH2:26][C:27](O)=[O:28])[CH:25]=[CH:24][CH:23]=[CH:22][CH:21]=1, predict the reaction product. (10) Given the reactants [C:1](O)(=O)[CH2:2][CH2:3][CH2:4][CH2:5][CH2:6][CH2:7][CH3:8].[CH3:11][CH2:12]CCCCCC, predict the reaction product. The product is: [CH2:8]=[CH:7][CH2:6][CH2:5][CH2:4][CH2:3][CH2:2][CH2:1][CH2:11][CH3:12].